Predict the reaction yield, written as a fraction of the theoretical maximum amount of product (1.0 means a 100% yield; for example, 0.34 means a 34% yield). From a dataset of Reaction yield outcomes from USPTO patents with 853,638 reactions. (1) The product is [CH3:8][N:7]1[C:6](=[O:9])[CH:5]=[C:4]([C:10]2[CH:15]=[CH:14][N:13]=[CH:12][N:11]=2)[N:3]=[C:2]1[N:18]1[C@@H:19]2[CH2:20][CH2:10][CH2:4][CH2:5][C@H:6]2[O:9][CH2:22][CH2:21]1. The yield is 0.640. The catalyst is O1CCCC1. The reactants are Cl[C:2]1[N:7]([CH3:8])[C:6](=[O:9])[CH:5]=[C:4]([C:10]2[CH:15]=[CH:14][N:13]=[CH:12][N:11]=2)[N:3]=1.C([N:18]([CH2:21][CH3:22])[CH2:19][CH3:20])C. (2) The reactants are [Cl:1][C:2]1[CH:7]=[CH:6][C:5]([C:8]2[CH:12]=[C:11]([OH:13])[N:10]([C:14]3[CH:19]=[C:18]([C:20]#N)[CH:17]=[CH:16][N:15]=3)[N:9]=2)=[CH:4][CH:3]=1.[OH-:22].[Na+].Cl.[OH2:25]. The catalyst is CCO. The product is [Cl:1][C:2]1[CH:7]=[CH:6][C:5]([C:8]2[CH:12]=[C:11]([OH:13])[N:10]([C:14]3[CH:19]=[C:18]([C:20]([OH:25])=[O:22])[CH:17]=[CH:16][N:15]=3)[N:9]=2)=[CH:4][CH:3]=1. The yield is 0.750. (3) The reactants are [Br:1][C:2]1[CH:3]=[C:4]2[C:10]([C:11]3[CH:18]=[CH:17][C:14]([CH2:15][NH2:16])=[CH:13][CH:12]=3)=[CH:9][N:8]([S:19]([C:22]3[CH:27]=[CH:26][C:25]([CH3:28])=[CH:24][CH:23]=3)(=[O:21])=[O:20])[C:5]2=[N:6][CH:7]=1.C(N(CC)CC)C.[C:36](OC(=O)C)(=[O:38])[CH3:37].CCOC(C)=O. The catalyst is C(Cl)Cl. The product is [Br:1][C:2]1[CH:3]=[C:4]2[C:10]([C:11]3[CH:12]=[CH:13][C:14]([CH2:15][NH:16][C:36](=[O:38])[CH3:37])=[CH:17][CH:18]=3)=[CH:9][N:8]([S:19]([C:22]3[CH:27]=[CH:26][C:25]([CH3:28])=[CH:24][CH:23]=3)(=[O:20])=[O:21])[C:5]2=[N:6][CH:7]=1. The yield is 0.960.